Dataset: Reaction yield outcomes from USPTO patents with 853,638 reactions. Task: Predict the reaction yield, written as a fraction of the theoretical maximum amount of product (1.0 means a 100% yield; for example, 0.34 means a 34% yield). (1) The reactants are [Si:1]([O:8][CH2:9][CH:10]=O)([C:4]([CH3:7])([CH3:6])[CH3:5])([CH3:3])[CH3:2].[NH2:12][C:13]1[CH:18]=[CH:17][CH:16]=[CH:15][CH:14]=1.P(O)(OC1C=CC=CC=1)(OC1C=CC=CC=1)=O.[CH:36](/[NH:39][C:40](=[O:49])[O:41][CH2:42][C:43]1[CH:48]=[CH:47][CH:46]=[CH:45][CH:44]=1)=[CH:37]\[CH3:38]. The catalyst is C(Cl)Cl. The product is [Si:1]([O:8][CH2:9][C@H:10]1[C@H:37]([CH3:38])[C@@H:36]([NH:39][C:40](=[O:49])[O:41][CH2:42][C:43]2[CH:44]=[CH:45][CH:46]=[CH:47][CH:48]=2)[C:18]2[C:13](=[CH:14][CH:15]=[CH:16][CH:17]=2)[NH:12]1)([C:4]([CH3:5])([CH3:6])[CH3:7])([CH3:2])[CH3:3]. The yield is 0.590. (2) The reactants are CC[Mg+].[Br-].Br[C:6]1[S:7][CH:8]=[CH:9][C:10]=1[CH3:11].[O:12]=[C:13]1[CH2:18][CH2:17][N:16]([C:19]([O:21][C:22]([CH3:25])([CH3:24])[CH3:23])=[O:20])[CH2:15][CH2:14]1.Cl. The catalyst is C1COCC1.CCOC(C)=O. The product is [OH:12][C:13]1([C:6]2[S:7][CH:8]=[CH:9][C:10]=2[CH3:11])[CH2:14][CH2:15][N:16]([C:19]([O:21][C:22]([CH3:25])([CH3:24])[CH3:23])=[O:20])[CH2:17][CH2:18]1. The yield is 0.715. (3) The reactants are [Cl:1][C:2]1[C:7]([Cl:8])=[CH:6][N:5]=[CH:4][C:3]=1[CH:9]=O.Cl.[NH2:12][OH:13]. The catalyst is C(O)C.O. The product is [Cl:1][C:2]1[C:7]([Cl:8])=[CH:6][N:5]=[CH:4][C:3]=1[CH:9]=[N:12][OH:13]. The yield is 0.960. (4) The reactants are [CH3:1][O:2][C:3]1[CH:4]=[CH:5][C:6]([NH:11][C:12]2[C:13]3[N:14]([N:39]=[CH:40][N:41]=3)[CH:15]=[C:16]([C:18]3[CH:19]=[C:20]([CH:36]=[CH:37][CH:38]=3)[C:21]([NH:23][C:24]3[CH:33]=[CH:32][C:27]([C:28]([O:30]C)=[O:29])=[C:26]([O:34][CH3:35])[CH:25]=3)=[O:22])[CH:17]=2)=[N:7][C:8]=1[O:9][CH3:10].[OH-].[Na+]. The catalyst is CO.C1COCC1. The product is [CH3:1][O:2][C:3]1[CH:4]=[CH:5][C:6]([NH:11][C:12]2[C:13]3[N:14]([N:39]=[CH:40][N:41]=3)[CH:15]=[C:16]([C:18]3[CH:19]=[C:20]([CH:36]=[CH:37][CH:38]=3)[C:21]([NH:23][C:24]3[CH:33]=[CH:32][C:27]([C:28]([OH:30])=[O:29])=[C:26]([O:34][CH3:35])[CH:25]=3)=[O:22])[CH:17]=2)=[N:7][C:8]=1[O:9][CH3:10]. The yield is 0.330. (5) The yield is 0.560. The product is [Br:1][C:2]1[O:6][C:5]([C:7]([N:15]2[CH:16]3[CH2:19][CH2:20][N:12]([CH2:18][CH2:17]3)[CH2:13][CH2:14]2)=[O:9])=[CH:4][CH:3]=1. The catalyst is CN(C)C=O. The reactants are [Br:1][C:2]1[O:6][C:5]([C:7]([OH:9])=O)=[CH:4][CH:3]=1.Cl.Cl.[N:12]12[CH2:20][CH2:19][CH:16]([CH2:17][CH2:18]1)[NH:15][CH2:14][CH2:13]2.O.ON1C2C=CC=CC=2N=N1.F[B-](F)(F)F.N1(OC(N(C)C)=[N+](C)C)C2C=CC=CC=2N=N1.C(N(C(C)C)CC)(C)C.[OH-].[Na+]. (6) The reactants are [Cl:1][C:2]1[C:11]2[C:6](=[CH:7][CH:8]=[C:9]([F:12])[CH:10]=2)[N:5]=[C:4]([C:13]([O:15]CC)=O)[N:3]=1.[F:18][C:19]1[CH:24]=[CH:23][C:22]([Mg]Br)=[CH:21][CH:20]=1.C1COCC1. The catalyst is C1COCC1. The product is [Cl:1][C:2]1[C:11]2[C:6](=[CH:7][CH:8]=[C:9]([F:12])[CH:10]=2)[N:5]=[C:4]([C:13]([C:22]2[CH:23]=[CH:24][C:19]([F:18])=[CH:20][CH:21]=2)=[O:15])[N:3]=1. The yield is 0.690.